This data is from Full USPTO retrosynthesis dataset with 1.9M reactions from patents (1976-2016). The task is: Predict the reactants needed to synthesize the given product. (1) Given the product [CH2:6]([O:5][C:3]1[CH:2]=[CH:9][C:17]([S:20]([CH3:23])(=[O:22])=[O:21])=[CH:16][N:15]=1)[CH3:7], predict the reactants needed to synthesize it. The reactants are: O[C:2]([CH3:9])(C)[C:3]([O:5][CH2:6][CH3:7])=O.CS(C1C=C[C:17]([S:20]([CH3:23])(=[O:22])=[O:21])=[CH:16][N:15]=1)(=O)=O.[H-].[Na+]. (2) The reactants are: C([C@@H]1C(OC)=[N:8][C@@H:7]([C@@H:12]([O:23][CH3:24])[C:13]2[CH:18]=[CH:17][C:16]([C:19]([F:22])([F:21])[F:20])=[CH:15][CH:14]=2)[C:6]([O:25][CH3:26])=N1)(C)C.Cl.C1C[O:31]CC1. Given the product [NH2:8][C@@H:7]([C@@H:12]([O:23][CH3:24])[C:13]1[CH:18]=[CH:17][C:16]([C:19]([F:22])([F:21])[F:20])=[CH:15][CH:14]=1)[C:6]([O:25][CH3:26])=[O:31], predict the reactants needed to synthesize it. (3) The reactants are: [C:12]([O:11][C:9](O[C:9]([O:11][C:12]([CH3:15])([CH3:14])[CH3:13])=[O:10])=[O:10])([CH3:15])([CH3:14])[CH3:13].[CH2:16]([N:23]1[CH:29]2[CH2:30][CH2:31][CH2:32][CH:24]1[CH2:25][NH:26][CH2:27][CH2:28]2)[C:17]1[CH:22]=[CH:21][CH:20]=[CH:19][CH:18]=1. Given the product [CH2:16]([N:23]1[CH:29]2[CH2:30][CH2:31][CH2:32][CH:24]1[CH2:25][N:26]([C:9]([O:11][C:12]([CH3:13])([CH3:14])[CH3:15])=[O:10])[CH2:27][CH2:28]2)[C:17]1[CH:18]=[CH:19][CH:20]=[CH:21][CH:22]=1, predict the reactants needed to synthesize it. (4) The reactants are: ClC1C=C(C(OO)=[O:9])C=CC=1.[CH:12]([C:16]1[CH:17]=[CH:18][CH:19]=[CH:20][CH:21]=1)=[CH:13][CH2:14][CH3:15].C([O-])(O)=O.[Na+]. Given the product [C:16]1([CH2:12][CH2:13][CH:14]2[CH2:15][O:9]2)[CH:21]=[CH:20][CH:19]=[CH:18][CH:17]=1, predict the reactants needed to synthesize it. (5) Given the product [NH2:8][C:5]1[CH:6]=[CH:7][C:2]([F:1])=[C:3]([C:11]2[N:12]=[C:13]3[N:18]=[CH:17][C:16]([NH:19][C:20](=[O:25])[O:21][CH:22]([CH3:24])[CH3:23])=[CH:15][N:14]3[CH:26]=2)[CH:4]=1, predict the reactants needed to synthesize it. The reactants are: [F:1][C:2]1[CH:7]=[CH:6][C:5]([N+:8]([O-])=O)=[CH:4][C:3]=1[C:11]1[N:12]=[C:13]2[N:18]=[CH:17][C:16]([NH:19][C:20](=[O:25])[O:21][CH:22]([CH3:24])[CH3:23])=[CH:15][N:14]2[CH:26]=1.